This data is from Reaction yield outcomes from USPTO patents with 853,638 reactions. The task is: Predict the reaction yield, written as a fraction of the theoretical maximum amount of product (1.0 means a 100% yield; for example, 0.34 means a 34% yield). (1) The reactants are [Cl:1][C:2]1[CH:3]=[CH:4][C:5]([O:15][CH2:16][C:17]2[C:22]([F:23])=[CH:21][CH:20]=[CH:19][C:18]=2[F:24])=[C:6]([C:8](=O)[CH2:9][CH2:10][C:11](=O)[CH3:12])[CH:7]=1.[NH2:25][C:26]1[CH:27]=[C:28]([C:32]([F:35])=[CH:33][CH:34]=1)[C:29]([OH:31])=[O:30].CC1C=CC(S(O)(=O)=O)=CC=1. The catalyst is C(#N)C.C(Cl)Cl. The product is [Cl:1][C:2]1[CH:3]=[CH:4][C:5]([O:15][CH2:16][C:17]2[C:22]([F:23])=[CH:21][CH:20]=[CH:19][C:18]=2[F:24])=[C:6]([C:8]2[N:25]([C:26]3[CH:27]=[C:28]([C:32]([F:35])=[CH:33][CH:34]=3)[C:29]([OH:31])=[O:30])[C:11]([CH3:12])=[CH:10][CH:9]=2)[CH:7]=1. The yield is 0.230. (2) The reactants are [F:1][C:2]1[CH:16]=[C:15]([N+:17]([O-])=O)[CH:14]=[CH:13][C:3]=1[NH:4][CH2:5][CH2:6][N:7]1[CH2:12][CH2:11][CH2:10][CH2:9][CH2:8]1. The catalyst is C1COCC1.[Pd]. The product is [F:1][C:2]1[CH:16]=[C:15]([NH2:17])[CH:14]=[CH:13][C:3]=1[NH:4][CH2:5][CH2:6][N:7]1[CH2:12][CH2:11][CH2:10][CH2:9][CH2:8]1. The yield is 0.900. (3) The reactants are [CH3:1][O:2][C:3]1[CH:4]=[C:5]2[CH2:14][CH:13]([CH2:15][CH:16]3[CH2:21][CH2:20][N:19]([CH2:22][C:23]4[CH:24]=[CH:25][CH:26]=[CH:27][CH:28]=4)[CH2:18][CH2:17]3)[C:11](=[O:12])[C:6]2=[CH:7][C:8]=1[O:9][CH3:10].[ClH:29]. The catalyst is C(O)C. The product is [CH3:1][O:2][C:3]1[CH:4]=[C:5]2[CH2:14][CH:13]([CH2:15][CH:16]3[CH2:17][CH2:18][N:19]([CH2:22][C:23]4[CH:28]=[CH:27][CH:26]=[CH:25][CH:24]=4)[CH2:20][CH2:21]3)[C:11](=[O:12])[C:6]2=[CH:7][C:8]=1[O:9][CH3:10].[ClH:29]. The yield is 0.955. (4) The reactants are Cl[C:2]1[NH:6][C:5]2[CH:7]=[CH:8][C:9]([S:11]([N:14]3[CH2:19][CH2:18][O:17][CH2:16][CH2:15]3)(=[O:13])=[O:12])=[CH:10][C:4]=2[N:3]=1.[NH2:20][C:21]1[CH:26]=[C:25]([Cl:27])[CH:24]=[CH:23][C:22]=1[OH:28].Cl. The catalyst is C1COCC1. The product is [Cl:27][C:25]1[CH:24]=[CH:23][C:22]([OH:28])=[C:21]([NH:20][C:2]2[NH:6][C:5]3[CH:7]=[CH:8][C:9]([S:11]([N:14]4[CH2:19][CH2:18][O:17][CH2:16][CH2:15]4)(=[O:13])=[O:12])=[CH:10][C:4]=3[N:3]=2)[CH:26]=1. The yield is 0.405. (5) The reactants are [CH3:1][N:2]1[CH2:7][CH2:6][NH:5][CH2:4][CH2:3]1.Br[CH2:9][CH2:10][Cl:11]. The catalyst is CCOCC. The product is [Cl:11][CH2:10][CH2:9][N:5]1[CH2:6][CH2:7][N:2]([CH3:1])[CH2:3][CH2:4]1. The yield is 0.300.